This data is from Full USPTO retrosynthesis dataset with 1.9M reactions from patents (1976-2016). The task is: Predict the reactants needed to synthesize the given product. (1) Given the product [CH:20]([N:18]1[C:17](=[O:23])[CH:16]=[CH:15][C:14]([C:5]2[C:6]([C:8]3[CH:9]=[CH:10][CH:11]=[CH:12][CH:13]=3)=[N:7][CH:2]=[CH:3][CH:4]=2)=[N:19]1)([CH3:22])[CH3:21], predict the reactants needed to synthesize it. The reactants are: Cl[C:2]1[N:7]=[C:6]([C:8]2[CH:13]=[CH:12][CH:11]=[CH:10][CH:9]=2)[C:5]([C:14]2[CH:15]=[CH:16][C:17](=[O:23])[N:18]([CH:20]([CH3:22])[CH3:21])[N:19]=2)=[CH:4][CH:3]=1.C([O-])=O.[NH4+].C([O-])(O)=O.[Na+]. (2) Given the product [CH:1]([O:4][C:5]1[CH:10]=[CH:9][C:8]([N:11]2[CH2:16][CH2:15][N:14]([CH3:17])[CH2:13][CH2:12]2)=[CH:7][C:6]=1[NH2:18])([CH3:3])[CH3:2], predict the reactants needed to synthesize it. The reactants are: [CH:1]([O:4][C:5]1[CH:10]=[CH:9][C:8]([N:11]2[CH2:16][CH2:15][N:14]([CH3:17])[CH2:13][CH2:12]2)=[CH:7][C:6]=1[N+:18]([O-])=O)([CH3:3])[CH3:2]. (3) Given the product [OH:21][C:18]([C:16]1[CH:15]=[C:14]([C:22]([F:24])([F:25])[F:23])[N:13]=[C:12]([O:11][CH:8]2[CH2:9][CH2:10][C:5](=[O:4])[CH2:6][CH2:7]2)[CH:17]=1)([CH3:20])[CH3:19], predict the reactants needed to synthesize it. The reactants are: O1[C:5]2([CH2:10][CH2:9][CH:8]([O:11][C:12]3[CH:17]=[C:16]([C:18]([OH:21])([CH3:20])[CH3:19])[CH:15]=[C:14]([C:22]([F:25])([F:24])[F:23])[N:13]=3)[CH2:7][CH2:6]2)[O:4]CC1.O. (4) Given the product [N+:11]([C:14]1[CH:15]=[CH:16][C:17]([S:20]([N:4]2[CH2:5][CH2:6][S:2][CH:3]2[C:7]([O:9][CH3:10])=[O:8])(=[O:22])=[O:21])=[CH:18][CH:19]=1)([O-:13])=[O:12], predict the reactants needed to synthesize it. The reactants are: Cl.[S:2]1[CH2:6][CH2:5][NH:4][CH:3]1[C:7]([O:9][CH3:10])=[O:8].[N+:11]([C:14]1[CH:19]=[CH:18][C:17]([S:20](Cl)(=[O:22])=[O:21])=[CH:16][CH:15]=1)([O-:13])=[O:12].